Dataset: Peptide-MHC class II binding affinity with 134,281 pairs from IEDB. Task: Regression. Given a peptide amino acid sequence and an MHC pseudo amino acid sequence, predict their binding affinity value. This is MHC class II binding data. (1) The peptide sequence is DELQIVDKIDAAFKI. The MHC is DRB1_0101 with pseudo-sequence DRB1_0101. The binding affinity (normalized) is 0.481. (2) The peptide sequence is HVKHFVINLIGDFEV. The MHC is DRB3_0202 with pseudo-sequence DRB3_0202. The binding affinity (normalized) is 0.844. (3) The peptide sequence is KIRNGMRHLFRGFHD. The MHC is DRB1_0101 with pseudo-sequence DRB1_0101. The binding affinity (normalized) is 0.452. (4) The peptide sequence is SWPDLDLKPGAAWTV. The MHC is DRB1_1302 with pseudo-sequence DRB1_1302. The binding affinity (normalized) is 0.809. (5) The peptide sequence is AFKVAATAINAAPAN. The MHC is DRB1_1001 with pseudo-sequence DRB1_1001. The binding affinity (normalized) is 0.762. (6) The peptide sequence is YLGLLSQRTRDIYIS. The MHC is H-2-IAb with pseudo-sequence H-2-IAb. The binding affinity (normalized) is 0.0919. (7) The peptide sequence is CIIHRGKPFQLEAV. The MHC is HLA-DPA10201-DPB10101 with pseudo-sequence HLA-DPA10201-DPB10101. The binding affinity (normalized) is 0.146. (8) The peptide sequence is RIDTPDKLTGPFTVR. The MHC is HLA-DQA10201-DQB10202 with pseudo-sequence HLA-DQA10201-DQB10202. The binding affinity (normalized) is 0.0954.